From a dataset of Catalyst prediction with 721,799 reactions and 888 catalyst types from USPTO. Predict which catalyst facilitates the given reaction. (1) Reactant: C[O:2][C:3](=O)[CH:4]([NH:16][S:17]([C:20]1[CH:25]=[CH:24][C:23]([Cl:26])=[CH:22][CH:21]=1)(=[O:19])=[O:18])[CH:5]([CH2:11][C:12]([F:15])([F:14])[F:13])[CH2:6][C:7]([F:10])([F:9])[F:8].[Li+].[BH4-]. Product: [Cl:26][C:23]1[CH:24]=[CH:25][C:20]([S:17]([NH:16][CH:4]([CH2:3][OH:2])[CH:5]([CH2:6][C:7]([F:8])([F:9])[F:10])[CH2:11][C:12]([F:14])([F:13])[F:15])(=[O:18])=[O:19])=[CH:21][CH:22]=1. The catalyst class is: 1. (2) Reactant: Br[C:2]1[CH:12]=[CH:11][CH:10]=[C:9]([N:13]2[CH2:25][CH2:24][N:16]3[C:17]4[CH2:18][CH2:19][CH2:20][CH2:21][C:22]=4[CH:23]=[C:15]3[C:14]2=[O:26])[C:3]=1[CH2:4][O:5][C:6](=[O:8])[CH3:7].[CH3:42][C:37]1([CH3:43])[C:38]([CH3:41])([CH3:40])[O:39][B:35]([B:35]2[O:39][C:38]([CH3:41])([CH3:40])[C:37]([CH3:43])([CH3:42])[O:36]2)[O:36]1.CC([O-])=O.[K+]. Product: [C:6]([O:5][CH2:4][C:3]1[C:2]([B:35]2[O:36][C:37]([CH3:42])([CH3:43])[C:38]([CH3:40])([CH3:41])[O:39]2)=[CH:12][CH:11]=[CH:10][C:9]=1[N:13]1[CH2:25][CH2:24][N:16]2[C:17]3[CH2:18][CH2:19][CH2:20][CH2:21][C:22]=3[CH:23]=[C:15]2[C:14]1=[O:26])(=[O:8])[CH3:7]. The catalyst class is: 12.